The task is: Binary Classification. Given a miRNA mature sequence and a target amino acid sequence, predict their likelihood of interaction.. This data is from Experimentally validated miRNA-target interactions with 360,000+ pairs, plus equal number of negative samples. (1) The miRNA is mmu-miR-5119 with sequence CAUCUCAUCCUGGGGCUGG. The protein sequence of the target gene is MASGLGSPSPCSAGSEEEDMDALLNNSLPPPHPENEEDPDEDLSEAETPKLKKKKKPKKPRDPKIPKSKRQKKELGDSSGEGPEFVEEEEEVALRSDSEGSDYTPGKKKKKKLGPKKEKKSKSKRKEEEEEEDEDDDSKEPKSSAQLLEDWGMEDIDHVFSEEDYRTLTNYKAFSQFVRPLIAAKNPKIAVSKMMMVLGAKWREFSTNNPFKGSSGASVAAAAAAAVAVVESMVTATEVAPPPPPVEVPIRKAKTKEGKGPNARRKPKGSPRVPDAKKPKPKKVAPLKIKLGGFGSKRKR.... Result: 0 (no interaction). (2) The protein sequence of the target gene is MERSGWARQTFLLALLLGATLRARAAAGYYPRFSPFFFLCTHHGELEGDGEQGEVLISLHIAGNPTYYVPGQEYHVTISTSTFFDGLLVTGLYTSTSVQASQSIGGSSAFGFGIMSDHQFGNQFMCSVVASHVSHLPTTNLSFIWIAPPAGTGCVNFMATATHRGQVIFKDALAQQLCEQGAPTDVTVHPHLAEIHSDSIILRDDFDSYHQLQLNPNIWVECNNCETGEQCGAIMHGNAVTFCEPYGPRELITTGLNTTTASVLQFSIGSGSCRFSYSDPSIIVLYAKNNSADWIQLEKI.... Result: 0 (no interaction). The miRNA is hsa-miR-155-5p with sequence UUAAUGCUAAUCGUGAUAGGGGUU. (3) The miRNA is hsa-miR-338-3p with sequence UCCAGCAUCAGUGAUUUUGUUG. The protein sequence of the target gene is MMAAAPIQQNGTHTGVPIDLDPPDSRKRPLEAPPEAGSTKRTNTGEDGQYFLKVLIPSYAAGSIIGKGGQTIVQLQKETGATIKLSKSKDFYPGTTERVCLIQGTVEALNAVHGFIAEKIREMPQNVAKTEPVSILQPQTTVNPDRIKQTLPSSPTTTKSSPSDPMTTSRANQVKIIVPNSTAGLIIGKGGATVKAVMEQSGAWVQLSQKPDGINLQERVVTVSGEPEQNRKAVELIIQKIQEDPQSGSCLNISYANVTGPVANSNPTGSPYANTAEVLPTAAAAAGLLGHANLAGVAAF.... Result: 1 (interaction). (4) The protein sequence of the target gene is MSDNQSWNSSGSEEDPETESGPPVERCGVLSKWTNYIHGWQDRWVVLKNNALSYYKSEDETEYGCRGSICLSKAVITPHDFDECRFDISVNDSVWYLRAQDPDHRQQWIDAIEQHKTESGYGSESSLRRHGSMVSLVSGASGYSATSTSSFKKGHSLREKLAEMETFRDILCRQVDTLQKYFDACADAVSKDELQRDKVVEDDEDDFPTTRSDGDFLHSTNGNKEKLFPHVTPKGINGIDFKGEAITFKATTAGILATLSHCIELMVKREDSWQKRLDKETEKKRRTEEAYKNAMTELKK.... Result: 1 (interaction). The miRNA is hsa-miR-6516-5p with sequence UUUGCAGUAACAGGUGUGAGCA. (5) The miRNA is mmu-miR-3970 with sequence GAGGUUGUAGUUUGUGCUUU. The protein sequence of the target gene is MAAWGRRRLGPGSSGGSARERVSLSATDCYIVHEIYNGENAQDQFEYELEQALEAQYKYIVIEPTRIGDETARWITVGNCLHKTAVLAGTACLFTPLALPLDYSHYISLPAGVLSLACCTLYGISWQFDPCCKYQVEYDAYKLSRLPLHTLTSSTPVVLVRKDDLHRKRLHNTIALAALVYCVKKIYELYAV. Result: 0 (no interaction). (6) The miRNA is hsa-miR-4421 with sequence ACCUGUCUGUGGAAAGGAGCUA. The protein sequence of the target gene is MAAAAARVVLSSAARRRLWGFSESLLIRGAAGRSLYFGENRLRSTQAATQVVLNVPETRVTCLESGLRVASEDSGLSTCTVGLWIDAGSRYENEKNNGTAHFLEHMAFKGTKKRSQLDLELEIENMGAHLNAYTSREQTVYYAKAFSKDLPRAVEILADIIQNSTLGEAEIERERGVILREMQEVETNLQEVVFDYLHATAYQNTALGRTILGPTENIKSISRKDLVDYITTHYKGPRIVLAAAGGVSHDELLDLAKFHFGDSLCTHKGEIPALPPCKFTGSEIRVRDDKMPLAHLAIAV.... Result: 0 (no interaction). (7) The miRNA is hsa-miR-3167 with sequence AGGAUUUCAGAAAUACUGGUGU. The protein sequence of the target gene is MWQIVFFTLSCDLVLAAAYNNFRKSMDSIGKKQYQVQHGSCSYTFLLPEMDNCRSSSSPYVSNAVQRDAPLEYDDSVQRLQVLENIMENNTQWLMKLENYIQDNMKKEMVEIQQNAVQNQTAVMIEIGTNLLNQTAEQTRKLTDVEAQVLNQTTRLELQLLEHSLSTNKLEKQILDQTSEINKLQDKNSFLEKKVLAMEDKHIIQLQSIKEEKDQLQVLVSKQNSIIEELEKKIVTATVNNSVLQKQQHDLMETVNNLLTMMSTSNSAKDPTVAKEEQISFRDCAEVFKSGHTTNGIYTL.... Result: 0 (no interaction). (8) The miRNA is hsa-miR-194-5p with sequence UGUAACAGCAACUCCAUGUGGA. The protein sequence of the target gene is MSAPSEEEEYARLVMEAQPEWLRAEVKRLSHELAETTREKIQAAEYGLAVLEEKHQLKLQFEELEVDYEAIRSEMEQLKEAFGQAHTNHKKVAADGESREESLIQESASKEQYYVRKVLELQTELKQLRNVLTNTQSENERLTSVAQELKEINQNVEIQRGRLRDDIKEYKFREARLLQDYSELEEENISLQKQVSVLRQNQVEFEGLKHEIKRLEEETEYLNSQLEDAIRLKEISERQLEEALETLKTEREQKNNLRKELSHYMSINDSFYTSHLQVSLDGLKFSDDTVTAEPNNDAEA.... Result: 0 (no interaction). (9) The miRNA is hsa-miR-6736-5p with sequence CUGGGUGAGGGCAUCUGUGGU. The protein sequence of the target gene is MSSYFVNPTFPGSLPSGQDSFLGQLPLYQAGYDALRPFPASYGASSLPDKTYTSPCFYQQSNSVLACNRASYEYGASCFYSDKDLSGASPSGSGKQRGPGDYLHFSPEQQYKPDSSSGQGKALHDEGADRKYTSPVYPWMQRMNSCAGAVYGSHGRRGRQTYTRYQTLELEKEFHFNRYLTRRRRIEIANALCLTERQIKIWFQNRRMKWKKENKLINSTQPSGEDSEAKAGE. Result: 0 (no interaction). (10) The miRNA is hsa-miR-3127-3p with sequence UCCCCUUCUGCAGGCCUGCUGG. The protein sequence of the target gene is MEQRLAEFRAARKRAGLAAQPPAASQGAQTPGEKAEAAATLKAAPGWLKRFLVWKPRPASARAQPGLVQEAAQPQGSTSETPWNTAIPLPSCWDQSFLTNITFLKVLLWLVLLGLFVELEFGLAYFVLSLFYWMYVGTRGPEEKKEGEKSAYSVFNPGCEAIQGTLTAEQLERELQLRPLAGR. Result: 0 (no interaction).